Task: Predict the reactants needed to synthesize the given product.. Dataset: Full USPTO retrosynthesis dataset with 1.9M reactions from patents (1976-2016) (1) Given the product [CH2:8]([C:2]1[S:27][C:26]([N:3]2[C@H:2]([CH3:1])[CH2:8][C:7]3[CH:9]=[C:10]4[O:15][CH2:14][O:13][C:11]4=[CH:12][C:6]=3[C:5]([C:16]3[CH:21]=[CH:20][C:19]([N+:22]([O-:24])=[O:23])=[C:18]([CH3:25])[CH:17]=3)=[N:4]2)=[N:4][N:3]=1)[CH3:7], predict the reactants needed to synthesize it. The reactants are: [CH3:1][C@@H:2]1[CH2:8][C:7]2[CH:9]=[C:10]3[O:15][CH2:14][O:13][C:11]3=[CH:12][C:6]=2[C:5]([C:16]2[CH:21]=[CH:20][C:19]([N+:22]([O-:24])=[O:23])=[C:18]([CH3:25])[CH:17]=2)=[N:4][N:3]1[C:26](Cl)=[S:27]. (2) The reactants are: Br[C:2]1[C:3]([C@@H:8]([NH:18][C:19](=[O:31])[CH2:20][C:21]2[C:29]3[C:24](=[CH:25][CH:26]=[C:27]([OH:30])[CH:28]=3)[NH:23][CH:22]=2)[CH2:9][C:10]2[CH:15]=[C:14]([F:16])[CH:13]=[C:12]([F:17])[CH:11]=2)=[N:4][CH:5]=[CH:6][CH:7]=1.[C:32]([CH:34]1[CH2:36][CH2:35]1)#[CH:33]. Given the product [CH:34]1([C:32]#[C:33][C:2]2[C:3]([C@@H:8]([NH:18][C:19](=[O:31])[CH2:20][C:21]3[C:29]4[C:24](=[CH:25][CH:26]=[C:27]([OH:30])[CH:28]=4)[NH:23][CH:22]=3)[CH2:9][C:10]3[CH:11]=[C:12]([F:17])[CH:13]=[C:14]([F:16])[CH:15]=3)=[N:4][CH:5]=[CH:6][CH:7]=2)[CH2:36][CH2:35]1, predict the reactants needed to synthesize it. (3) Given the product [Cl:1][C:2]1[CH:10]=[CH:9][CH:8]=[C:7]([F:11])[C:3]=1[C:4]([NH:21][CH2:20][CH:19]([C:16]1[CH:17]=[CH:18][C:13]([F:12])=[CH:14][CH:15]=1)[C:22]1[CH:23]=[N:24][C:25]([C:28]([F:30])([F:31])[F:29])=[N:26][CH:27]=1)=[O:6], predict the reactants needed to synthesize it. The reactants are: [Cl:1][C:2]1[CH:10]=[CH:9][CH:8]=[C:7]([F:11])[C:3]=1[C:4]([OH:6])=O.[F:12][C:13]1[CH:18]=[CH:17][C:16]([CH:19]([C:22]2[CH:23]=[N:24][C:25]([C:28]([F:31])([F:30])[F:29])=[N:26][CH:27]=2)[CH2:20][NH2:21])=[CH:15][CH:14]=1. (4) Given the product [C:1]([O:5][C:6]([N:8]1[CH2:13][CH:12]=[C:11]([C:14]2[S:15][CH:16]=[C:17]([C:19]([N:29]3[CH2:35][CH2:34][CH2:33][CH2:32][CH2:31][CH2:30]3)=[O:21])[CH:18]=2)[CH2:10][CH2:9]1)=[O:7])([CH3:2])([CH3:3])[CH3:4], predict the reactants needed to synthesize it. The reactants are: [C:1]([O:5][C:6]([N:8]1[CH2:13][CH:12]=[C:11]([C:14]2[S:15][CH:16]=[C:17]([C:19]([OH:21])=O)[CH:18]=2)[CH2:10][CH2:9]1)=[O:7])([CH3:4])([CH3:3])[CH3:2].C(N(CC)CC)C.[NH:29]1[CH2:35][CH2:34][CH2:33][CH2:32][CH2:31][CH2:30]1.CN(C(ON1N=NC2C=CC=NC1=2)=[N+](C)C)C.F[P-](F)(F)(F)(F)F. (5) Given the product [OH:1][C:2]1[CH:3]=[C:4]([N:8]2[CH2:13][CH2:12][N:11]([C:20]([O:22][CH2:23][C:24]3[CH:29]=[CH:28][CH:27]=[CH:26][CH:25]=3)=[O:21])[CH2:10][CH2:9]2)[CH:5]=[CH:6][CH:7]=1, predict the reactants needed to synthesize it. The reactants are: [OH:1][C:2]1[CH:3]=[C:4]([N:8]2[CH2:13][CH2:12][NH:11][CH2:10][CH2:9]2)[CH:5]=[CH:6][CH:7]=1.C(=O)([O-])O.[Na+].Cl[C:20]([O:22][CH2:23][C:24]1[CH:29]=[CH:28][CH:27]=[CH:26][CH:25]=1)=[O:21].C(OCC)(=O)C. (6) Given the product [OH:23][CH:24]1[CH2:29][CH2:28][CH2:27][CH2:26][CH:25]1[O:16][C:15]1[C@@H:17]([C@H:19]([CH2:21][OH:22])[OH:20])[O:18][C:12](=[O:11])[C:13]=1[OH:14], predict the reactants needed to synthesize it. The reactants are: C(O)(C(F)(F)F)C(F)(F)F.[O:11]=[C:12]1[O:18][C@H:17]([C@H:19]([CH2:21][OH:22])[OH:20])[C:15]([OH:16])=[C:13]1[OH:14].[O:23]1[CH:25]2[CH2:26][CH2:27][CH2:28][CH2:29][CH:24]12. (7) Given the product [Cl:1][C:2]1[CH:9]=[C:8]([N:10]2[CH:14]([CH:15]3[CH2:19][CH2:18][CH2:17][CH2:16]3)[CH:13]3[C:12]([C:54]4[CH:53]=[CH:52][C:51]([C:69]([N:22]5[CH2:23][CH2:24][CH:25]([NH:28][S:29]([CH3:32])(=[O:30])=[O:31])[CH2:26][CH2:27]5)=[O:70])=[N:56][C:55]=4[CH2:39][CH2:41]3)=[N:11]2)[CH:7]=[CH:6][C:3]=1[C:4]#[N:5], predict the reactants needed to synthesize it. The reactants are: [Cl:1][C:2]1[CH:9]=[C:8]([N:10]2[CH:14]([CH:15]3[CH2:19][CH2:18][CH2:17][CH2:16]3)[CH2:13][C:12](Cl)=[N:11]2)[CH:7]=[CH:6][C:3]=1[C:4]#[N:5].Cl.[NH:22]1[CH2:27][CH2:26][CH:25]([NH:28][S:29]([CH3:32])(=[O:31])=[O:30])[CH2:24][CH2:23]1.CCN([CH:39]([CH3:41])C)C(C)C.CN(C(ON1N=N[C:52]2[CH:53]=[CH:54][CH:55]=[N:56][C:51]1=2)=[N+](C)C)C.F[P-](F)(F)(F)(F)F.CN([CH:69]=[O:70])C. (8) Given the product [F:20][C:21]1[CH:22]=[C:23]([CH:35]=[CH:36][CH:37]=1)[CH2:24][N:25]1[C:33]2[C:28](=[CH:29][C:30]([NH:34][C:9]3[C:8]4[C:13](=[CH:14][CH:15]=[CH:16][C:7]=4[O:6][C@H:4]([CH3:5])[C:3]([N:2]([CH3:19])[CH3:1])=[O:18])[N:12]=[CH:11][N:10]=3)=[CH:31][CH:32]=2)[CH:27]=[CH:26]1, predict the reactants needed to synthesize it. The reactants are: [CH3:1][N:2]([CH3:19])[C:3](=[O:18])[C@H:4]([O:6][C:7]1[CH:16]=[CH:15][CH:14]=[C:13]2[C:8]=1[C:9](=O)[NH:10][CH:11]=[N:12]2)[CH3:5].[F:20][C:21]1[CH:22]=[C:23]([CH:35]=[CH:36][CH:37]=1)[CH2:24][N:25]1[C:33]2[C:28](=[CH:29][C:30]([NH2:34])=[CH:31][CH:32]=2)[CH:27]=[CH:26]1. (9) Given the product [C:2]1([C:24]2[CH:29]=[CH:28][CH:27]=[CH:26][CH:25]=2)[CH:7]=[CH:6][C:5]([NH:8][C:9]([C:11]2[O:12][C:13]([NH:16][C:17]3[CH:22]=[CH:21][CH:20]=[CH:19][C:18]=3[F:23])=[N:14][N:15]=2)=[O:10])=[CH:4][CH:3]=1, predict the reactants needed to synthesize it. The reactants are: I[C:2]1[CH:7]=[CH:6][C:5]([NH:8][C:9]([C:11]2[O:12][C:13]([NH:16][C:17]3[CH:22]=[CH:21][CH:20]=[CH:19][C:18]=3[F:23])=[N:14][N:15]=2)=[O:10])=[CH:4][CH:3]=1.[C:24]1(B(O)O)[CH:29]=[CH:28][CH:27]=[CH:26][CH:25]=1.P([O-])([O-])([O-])=O.[K+].[K+].[K+]. (10) Given the product [N:27]1[CH:26]=[CH:25][C:24]([C:10]2[NH:9][C:8]([CH2:7][N:1]3[CH2:6][CH2:5][N:30]([C:36]4[CH:41]=[N:40][CH:39]=[CH:38][N:37]=4)[CH2:31][CH2:2]3)=[N:12][C:11]=2[C:13]2[CH:14]=[C:15]3[C:19](=[CH:20][CH:21]=2)[C:18](=[N:22][OH:23])[CH2:17][CH2:16]3)=[CH:29][CH:28]=1, predict the reactants needed to synthesize it. The reactants are: [N:1]1([CH2:7][C:8]2[NH:9][C:10]([C:24]3[CH:29]=[CH:28][N:27]=[CH:26][CH:25]=3)=[C:11]([C:13]3[CH:14]=[C:15]4[C:19](=[CH:20][CH:21]=3)[C:18](=[N:22][OH:23])[CH2:17][CH2:16]4)[N:12]=2)[CH2:6][CH2:5]CC[CH2:2]1.[N:30]1([C:36]2[CH:41]=[N:40][CH:39]=[CH:38][N:37]=2)CCNC[CH2:31]1.